Dataset: Full USPTO retrosynthesis dataset with 1.9M reactions from patents (1976-2016). Task: Predict the reactants needed to synthesize the given product. (1) Given the product [Cl:26][C:27]1[CH:28]=[C:29]([CH3:35])[C:30]([CH2:33][N:15]([CH2:14][C:13]2[CH:12]=[CH:11][C:5]([CH2:6][NH:7][C:8](=[O:10])[CH3:9])=[CH:4][C:3]=2[CH2:2][OH:1])[CH:16]2[C:25]3[N:24]=[CH:23][CH:22]=[CH:21][C:20]=3[CH2:19][CH2:18][CH2:17]2)=[N:31][CH:32]=1, predict the reactants needed to synthesize it. The reactants are: [OH:1][CH2:2][C:3]1[CH:4]=[C:5]([CH:11]=[CH:12][C:13]=1[CH2:14][NH:15][CH:16]1[C:25]2[N:24]=[CH:23][CH:22]=[CH:21][C:20]=2[CH2:19][CH2:18][CH2:17]1)[CH2:6][NH:7][C:8](=[O:10])[CH3:9].[Cl:26][C:27]1[CH:28]=[C:29]([CH3:35])[C:30]([CH:33]=O)=[N:31][CH:32]=1.[BH-](OC(C)=O)(OC(C)=O)OC(C)=O.[Na+]. (2) Given the product [C:13]([O:12][C@H:11]1[C@H:10]([O:16][C:17](=[O:19])[CH3:18])[C@H:9]([O:20][C:21](=[O:23])[CH3:22])[CH:8]([CH2:30][CH:29]=[CH2:28])[O:7][C@@H:6]1[CH2:5][O:4][C:1](=[O:3])[CH3:2])(=[O:15])[CH3:14], predict the reactants needed to synthesize it. The reactants are: [C:1]([O:4][CH2:5][C@@H:6]1[C@@H:11]([O:12][C:13](=[O:15])[CH3:14])[C@H:10]([O:16][C:17](=[O:19])[CH3:18])[C@H:9]([O:20][C:21](=[O:23])[CH3:22])[C@@H:8](OC(=O)C)[O:7]1)(=[O:3])[CH3:2].[CH2:28]([Si](C)(C)C)[CH:29]=[CH2:30].B(F)(F)F.F[B-](F)(F)C#C[Si](C)(C)C.C([O-])(O)=O.[Na+]. (3) Given the product [CH3:1][O:2][C:3]1[CH:4]=[C:5]2[C:10](=[CH:11][C:12]=1[O:13][CH3:14])[N:9]=[CH:8][N:7]=[C:6]2[O:15][C:16]1[CH:17]=[C:18]([NH:19][C:35]([NH:34][C:31]2[CH:30]=[C:29]([C:26]([CH3:28])([CH3:27])[C:25]([F:45])([F:44])[F:24])[O:33][N:32]=2)=[O:36])[CH:20]=[CH:21][C:22]=1[F:23], predict the reactants needed to synthesize it. The reactants are: [CH3:1][O:2][C:3]1[CH:4]=[C:5]2[C:10](=[CH:11][C:12]=1[O:13][CH3:14])[N:9]=[CH:8][N:7]=[C:6]2[O:15][C:16]1[CH:17]=[C:18]([CH:20]=[CH:21][C:22]=1[F:23])[NH2:19].[F:24][C:25]([F:45])([F:44])[C:26]([C:29]1[O:33][N:32]=[C:31]([NH:34][C:35](=O)[O:36]C2C=CC=CC=2)[CH:30]=1)([CH3:28])[CH3:27].